Predict the product of the given reaction. From a dataset of Forward reaction prediction with 1.9M reactions from USPTO patents (1976-2016). (1) The product is: [CH2:28]([O:8][C:5]1[CH:4]=[CH:3][C:2]([Br:1])=[N:7][CH:6]=1)[C:29]1[CH:34]=[CH:33][CH:32]=[CH:31][CH:30]=1. Given the reactants [Br:1][C:2]1[N:7]=[CH:6][C:5]([OH:8])=[CH:4][CH:3]=1.C1(P(C2C=CC=CC=2)C2C=CC=CC=2)C=CC=CC=1.[CH2:28](O)[C:29]1[CH:34]=[CH:33][CH:32]=[CH:31][CH:30]=1.CC(OC(/N=N/C(OC(C)C)=O)=O)C, predict the reaction product. (2) Given the reactants [C:1]([C:5]1[N:6]=[C:7]([NH:10][C:11]([C:13]2[CH:36]=[CH:35][N:16]3[C:17](=[O:34])[C:18]([CH:32]=O)=[C:19]([N:21]4[CH2:26][CH2:25][CH2:24][CH:23]([C:27]([N:29]([CH3:31])[CH3:30])=[O:28])[CH2:22]4)[N:20]=[C:15]3[CH:14]=2)=[O:12])[S:8][CH:9]=1)([CH3:4])([CH3:3])[CH3:2].[Cl-].[Li+].FC(F)(F)COP([CH2:51][C:52]([O:54][CH3:55])=[O:53])(=O)OCC(F)(F)F.N12CCCN=C1CCCCC2, predict the reaction product. The product is: [C:1]([C:5]1[N:6]=[C:7]([NH:10][C:11]([C:13]2[CH:36]=[CH:35][N:16]3[C:17](=[O:34])[C:18](/[CH:32]=[CH:51]/[C:52]([O:54][CH3:55])=[O:53])=[C:19]([N:21]4[CH2:26][CH2:25][CH2:24][CH:23]([C:27]([N:29]([CH3:30])[CH3:31])=[O:28])[CH2:22]4)[N:20]=[C:15]3[CH:14]=2)=[O:12])[S:8][CH:9]=1)([CH3:4])([CH3:2])[CH3:3]. (3) Given the reactants [CH3:1][O:2][C:3]1[CH:8]=[CH:7][CH:6]=[CH:5][C:4]=1[SH:9].C(=O)([O-])[O-].[K+].[K+].[CH3:16][C@H:17]([CH2:22]OS(C)(=O)=O)[C:18]([O:20][CH3:21])=[O:19], predict the reaction product. The product is: [CH3:1][O:2][C:3]1[CH:8]=[CH:7][CH:6]=[CH:5][C:4]=1[S:9][CH2:16][C@@H:17]([CH3:22])[C:18]([O:20][CH3:21])=[O:19]. (4) Given the reactants [NH2:1][C:2]1[CH:7]=[CH:6][CH:5]=[CH:4][CH:3]=1.[O-]P([O-])([O-])=O.[K+].[K+].[K+].[CH3:16][O:17][C:18](=[O:26])[C:19]1[CH:24]=[CH:23][C:22](Br)=[CH:21][CH:20]=1, predict the reaction product. The product is: [CH3:16][O:17][C:18](=[O:26])[C:19]1[CH:24]=[CH:23][C:22]([NH:1][C:2]2[CH:7]=[CH:6][CH:5]=[CH:4][CH:3]=2)=[CH:21][CH:20]=1.